This data is from Catalyst prediction with 721,799 reactions and 888 catalyst types from USPTO. The task is: Predict which catalyst facilitates the given reaction. Reactant: [CH2:1]([O:8][C:9]1[C:14](=[O:15])[CH:13]=[C:12]([CH2:16][O:17]C2CCCCO2)O[C:10]=1[C:24]([N:26]([CH2:30][CH:31]1[CH2:35][O:34]C(C)(C)[N:32]1C(OC(C)(C)C)=O)[CH:27]([CH3:29])[CH3:28])=[O:25])[C:2]1[CH:7]=[CH:6][CH:5]=[CH:4][CH:3]=1.Cl. Product: [CH2:1]([O:8][C:9]1[C:14](=[O:15])[CH:13]=[C:12]([CH2:16][OH:17])[N:32]2[CH:31]([CH2:35][OH:34])[CH2:30][N:26]([CH:27]([CH3:29])[CH3:28])[C:24](=[O:25])[C:10]=12)[C:2]1[CH:3]=[CH:4][CH:5]=[CH:6][CH:7]=1. The catalyst class is: 5.